The task is: Predict which catalyst facilitates the given reaction.. This data is from Catalyst prediction with 721,799 reactions and 888 catalyst types from USPTO. (1) Product: [NH2:54][C:53]1[N:52]([CH3:51])[C:1](=[O:4])[C:15]([C:14]2[CH:11]=[CH:12][C:13]([O:62][CH:29]([F:49])[F:28])=[C:8]([CH3:9])[CH:57]=2)([C:17]2[CH:22]=[C:21]([CH3:23])[CH:20]=[C:19]([F:24])[CH:18]=2)[N:55]=1. The catalyst class is: 8. Reactant: [C:1](=[O:4])([O-])[O-].FC(F)O[C:8]1[CH:13]=[CH:12][C:11]([C:14](=O)[C:15]([C:17]2[CH:22]=[C:21]([CH3:23])[CH:20]=[C:19]([F:24])[CH:18]=2)=O)=C[C:9]=1C.[F:28][CH:29]([F:49])OC1C=CC(C(=O)C(C2C=CC=C(F)C=2)=O)=CC=1C.Cl.[CH3:51][NH:52][C:53]([NH2:55])=[NH:54].O1CCOC[CH2:57]1.[OH2:62]. (2) Reactant: [NH2:1][C:2]1[CH:23]=[CH:22][C:5]([C:6]([NH:8][CH2:9][C:10]2[S:11][C:12]([CH2:15][C:16]3[CH:21]=[CH:20][CH:19]=[CH:18][CH:17]=3)=[CH:13][CH:14]=2)=[O:7])=[CH:4][N:3]=1.C1C=C2C(C=C(NCNCCCC(O)=O)C=C2)=CC=1.C=O.[C:45]([O:48][CH2:49]C)(=O)C. Product: [CH2:15]([C:12]1[S:11][C:10]([CH2:9][NH:8][C:6](=[O:7])[C:5]2[CH:22]=[CH:23][C:2]([NH:1][CH2:45][O:48][CH3:49])=[N:3][CH:4]=2)=[CH:14][CH:13]=1)[C:16]1[CH:17]=[CH:18][CH:19]=[CH:20][CH:21]=1. The catalyst class is: 5. (3) Reactant: [CH2:1]([O:3][C:4]([C:6]1[C:7](=[O:29])[C:8]2[CH:13]=[N:12][C:11](S(C)(=O)=O)=[N:10][C:9]=2[N:18]([C:20]2[CH:21]=[C:22]3[C:26](=[CH:27][CH:28]=2)[CH2:25][CH2:24][CH2:23]3)[CH:19]=1)=[O:5])[CH3:2].OC(C(F)(F)F)=O.OC(C(F)(F)F)=O.[NH2:44][C:45]1[CH:50]=[CH:49][C:48]([CH:51]2[CH2:56][CH2:55][N:54]([C:57](=[O:62])[CH2:58][N:59]([CH3:61])[CH3:60])[CH2:53][CH2:52]2)=[CH:47][CH:46]=1. Product: [CH2:1]([O:3][C:4]([C:6]1[C:7](=[O:29])[C:8]2[CH:13]=[N:12][C:11]([NH:44][C:45]3[CH:50]=[CH:49][C:48]([CH:51]4[CH2:52][CH2:53][N:54]([C:57](=[O:62])[CH2:58][N:59]([CH3:60])[CH3:61])[CH2:55][CH2:56]4)=[CH:47][CH:46]=3)=[N:10][C:9]=2[N:18]([C:20]2[CH:21]=[C:22]3[C:26](=[CH:27][CH:28]=2)[CH2:25][CH2:24][CH2:23]3)[CH:19]=1)=[O:5])[CH3:2]. The catalyst class is: 41. (4) Reactant: [F:1][C:2]1[N:7]=[C:6]([NH:8][C:9](=[O:14])[C:10]([CH3:13])([CH3:12])[CH3:11])[CH:5]=[CH:4][CH:3]=1.[Li]C(C)(C)C.CN([CH:23]=[O:24])C. Product: [F:1][C:2]1[N:7]=[C:6]([NH:8][C:9](=[O:14])[C:10]([CH3:11])([CH3:13])[CH3:12])[C:5]([CH:23]=[O:24])=[CH:4][CH:3]=1. The catalyst class is: 1. (5) Reactant: [Br:1][C:2]1[CH:3]=[CH:4][C:5]([C:10](OC)=[O:11])=[N:6][C:7]=1[O:8][CH3:9].CC(C[AlH]CC(C)C)C.C(C(C(C([O-])=O)O)O)([O-])=O. Product: [Br:1][C:2]1[CH:3]=[CH:4][C:5]([CH2:10][OH:11])=[N:6][C:7]=1[O:8][CH3:9]. The catalyst class is: 4.